From a dataset of Clinical trial toxicity outcomes and FDA approval status for drugs. Regression/Classification. Given a drug SMILES string, predict its toxicity properties. Task type varies by dataset: regression for continuous values (e.g., LD50, hERG inhibition percentage) or binary classification for toxic/non-toxic outcomes (e.g., AMES mutagenicity, cardiotoxicity, hepatotoxicity). Dataset: clintox. (1) The drug is CCC[NH+](CCc1cccs1)[C@H]1CCc2c(O)cccc2C1. The result is 0 (passed clinical trial). (2) The molecule is CC1(C)O[C@@H]2CO[C@@]3(COS(N)(=O)=O)OC(C)(C)O[C@H]3[C@@H]2O1. The result is 0 (passed clinical trial). (3) The drug is CC(CN1c2ccccc2Sc2ccccc21)C[NH+](C)C. The result is 0 (passed clinical trial). (4) The result is 0 (passed clinical trial). The molecule is CC(C)[NH2+]CC(O)COc1cccc2[nH]ccc12. (5) The compound is CC(C)C[C@H](NC(=O)[C@@H](COC(C)(C)C)NC(=O)[C@H](Cc1ccc(O)cc1)NC(=O)[C@H](CO)NC(=O)[C@H](Cc1c[nH]c2ccccc12)NC(=O)[C@H](Cc1cnc[nH]1)NC(=O)[C@@H]1CCC(=O)N1)C(=O)N[C@@H](CCCN=C(N)N)C(=O)N1CCC[C@H]1C(=O)NNC(N)=O. The result is 1 (failed clinical trial for toxicity). (6) The molecule is COc1cccc2c1C(=O)c1c(O)c3c(c(O)c1C2=O)C[C@@](O)(C(C)=O)C[C@@H]3O[C@H]1C[C@H](N)[C@H](O)[C@H](C)O1.Cl. The result is 1 (failed clinical trial for toxicity).